This data is from Reaction yield outcomes from USPTO patents with 853,638 reactions. The task is: Predict the reaction yield, written as a fraction of the theoretical maximum amount of product (1.0 means a 100% yield; for example, 0.34 means a 34% yield). The reactants are ClC1C=CC=CC=1SCCCC[CH2:13][CH2:14][CH2:15][C:16]([OH:18])=[O:17].[Cl:19][C:20]1[CH:25]=[CH:24][CH:23]=[CH:22][C:21]=1[SH:26].BrCCCC(OCC)=O.[OH-].[K+]. The catalyst is C(O)C. The product is [Cl:19][C:20]1[CH:25]=[CH:24][CH:23]=[CH:22][C:21]=1[S:26][CH2:13][CH2:14][CH2:15][C:16]([OH:18])=[O:17]. The yield is 0.450.